From a dataset of Forward reaction prediction with 1.9M reactions from USPTO patents (1976-2016). Predict the product of the given reaction. (1) Given the reactants Cl[C:2]1[CH:7]=[C:6]([C:8]2[CH:13]=[CH:12][CH:11]=[C:10]([Cl:14])[C:9]=2[Cl:15])[N:5]=[C:4]([NH2:16])[N:3]=1.[NH2:17][CH2:18][CH2:19][CH2:20][N:21]1[CH2:25][CH2:24][CH2:23][C:22]1=[O:26], predict the reaction product. The product is: [NH2:16][C:4]1[N:3]=[C:2]([NH:17][CH2:18][CH2:19][CH2:20][N:21]2[CH2:25][CH2:24][CH2:23][C:22]2=[O:26])[CH:7]=[C:6]([C:8]2[CH:13]=[CH:12][CH:11]=[C:10]([Cl:14])[C:9]=2[Cl:15])[N:5]=1. (2) Given the reactants CS(Cl)(=O)=[O:3].[N:6]1C=CC=[CH:8][CH:7]=1.C(=NO)([C:14]1[CH:19]=[CH:18][CH:17]=[CH:16][CH:15]=1)C.N1C=CC=CC=1, predict the reaction product. The product is: [C:7]([NH:6][C:14]1[CH:15]=[CH:16][CH:17]=[CH:18][CH:19]=1)(=[O:3])[CH3:8]. (3) Given the reactants [OH:1][CH:2]1[CH2:8][CH2:7][CH2:6][CH:5]([O:9][C:10]2[CH:15]=[CH:14][C:13]([N:16]3[C:21](=[O:22])[C:20]([CH2:23][C:24]4[CH:29]=[CH:28][C:27]([C:30]5[CH:35]=[CH:34][CH:33]=[CH:32][C:31]=5[C:36]5[NH:40][C:39](=[O:41])[O:38][N:37]=5)=[CH:26][CH:25]=4)=[C:19]([CH2:42][CH2:43][CH3:44])[N:18]=[C:17]3[CH3:45])=[CH:12][CH:11]=2)[CH2:4][CH2:3]1.CC(OI1(OC(C)=O)(OC(C)=O)OC(=O)C2C1=CC=CC=2)=O.C(OCC)(=O)C.S([O-])([O-])(=O)=S.[Na+].[Na+], predict the reaction product. The product is: [CH3:45][C:17]1[N:16]([C:13]2[CH:12]=[CH:11][C:10]([O:9][CH:5]3[CH2:6][CH2:7][CH2:8][C:2](=[O:1])[CH2:3][CH2:4]3)=[CH:15][CH:14]=2)[C:21](=[O:22])[C:20]([CH2:23][C:24]2[CH:29]=[CH:28][C:27]([C:30]3[CH:35]=[CH:34][CH:33]=[CH:32][C:31]=3[C:36]3[NH:40][C:39](=[O:41])[O:38][N:37]=3)=[CH:26][CH:25]=2)=[C:19]([CH2:42][CH2:43][CH3:44])[N:18]=1. (4) Given the reactants [CH3:1][O:2][C:3]1[CH:8]=[CH:7][C:6]([C:9]2[CH:10]=[N:11][CH:12]=[C:13]3[C:18]=2[N:17]=[C:16]([C:19]([OH:21])=O)[CH:15]=[CH:14]3)=[CH:5][CH:4]=1.C(N1C=CN=C1)([N:24]1C=CN=C1)=O.N.CO, predict the reaction product. The product is: [CH3:1][O:2][C:3]1[CH:4]=[CH:5][C:6]([C:9]2[CH:10]=[N:11][CH:12]=[C:13]3[C:18]=2[N:17]=[C:16]([C:19]([NH2:24])=[O:21])[CH:15]=[CH:14]3)=[CH:7][CH:8]=1. (5) Given the reactants [NH2:1][C:2]1[CH:7]=[CH:6][N:5]=[CH:4][CH:3]=1.C(N(CC)CC)C.[CH:15]([C:17]1[CH:25]=[CH:24][C:20]([C:21](Cl)=[O:22])=[CH:19][CH:18]=1)=[O:16], predict the reaction product. The product is: [CH:15]([C:17]1[CH:25]=[CH:24][C:20]([C:21]([NH:1][C:2]2[CH:7]=[CH:6][N:5]=[CH:4][CH:3]=2)=[O:22])=[CH:19][CH:18]=1)=[O:16]. (6) Given the reactants [CH3:1][O:2][CH2:3][CH2:4][O:5][C:6]1[CH:11]=[CH:10][C:9]([CH2:12][CH2:13][CH2:14][OH:15])=[C:8]([O:16][CH2:17][C:18]2[CH:23]=[CH:22][C:21]([C:24]([F:27])([F:26])[F:25])=[CH:20][CH:19]=2)[CH:7]=1.O[C:29]1[CH:33]=[C:32]([CH2:34][CH2:35][C:36]([O:38]CC)=[O:37])[N:31]([CH3:41])[N:30]=1.C(P(CCCC)CCCC)CCC.N(C(N1CCCCC1)=O)=NC(N1CCCCC1)=O.O1CCCC1CO.[OH-].[Na+].Cl, predict the reaction product. The product is: [CH3:1][O:2][CH2:3][CH2:4][O:5][C:6]1[CH:11]=[CH:10][C:9]([CH2:12][CH2:13][CH2:14][O:15][C:29]2[CH:33]=[C:32]([CH2:34][CH2:35][C:36]([OH:38])=[O:37])[N:31]([CH3:41])[N:30]=2)=[C:8]([O:16][CH2:17][C:18]2[CH:19]=[CH:20][C:21]([C:24]([F:25])([F:26])[F:27])=[CH:22][CH:23]=2)[CH:7]=1. (7) Given the reactants [C:1]([O:4][C@@H:5]1[C@@H:10]([O:11][C:12](=[O:14])[CH3:13])[C@H:9]([O:15][C:16](=[O:18])[CH3:17])[C@@H:8]([O:19]/[C:20](/[C:29]([O:31][CH2:32][CH3:33])=[O:30])=[CH:21]\[C:22]2[CH:27]=[CH:26][CH:25]=[CH:24][C:23]=2F)[O:7][C@H:6]1[CH2:34][O:35][C:36](=[O:38])[CH3:37])(=[O:3])[CH3:2].[Cl:39]C1C=CC=CC=1CC(=O)C(OCC)=O.[H-].[Na+].[Br-].C(O[C@@H]1[C@@H](OC(=O)C)[C@H](OC(=O)C)[C@@H](COC(=O)C)O[C@@H]1O)(=O)C, predict the reaction product. The product is: [C:1]([O:4][C@@H:5]1[C@@H:10]([O:11][C:12](=[O:14])[CH3:13])[C@H:9]([O:15][C:16](=[O:18])[CH3:17])[C@@H:8]([O:19]/[C:20](/[C:29]([O:31][CH2:32][CH3:33])=[O:30])=[CH:21]\[C:22]2[CH:27]=[CH:26][CH:25]=[CH:24][C:23]=2[Cl:39])[O:7][C@H:6]1[CH2:34][O:35][C:36](=[O:38])[CH3:37])(=[O:3])[CH3:2].